Dataset: Forward reaction prediction with 1.9M reactions from USPTO patents (1976-2016). Task: Predict the product of the given reaction. (1) The product is: [Br:10][C:11]1[CH:16]=[C:15]([N:1]2[CH:9]=[C:7]([CH3:8])[C:5](=[O:6])[NH:4][C:2]2=[O:3])[CH:14]=[CH:13][CH:12]=1. Given the reactants [NH:1]1[CH:9]=[C:7]([CH3:8])[C:5](=[O:6])[NH:4][C:2]1=[O:3].[Br:10][C:11]1[CH:12]=[C:13](B(O)O)[CH:14]=[CH:15][CH:16]=1.CO, predict the reaction product. (2) Given the reactants [CH3:1][CH:2]([O:4][C:5]1[CH:6]=[C:7]([CH:11]=[C:12]([O:14][CH2:15][C:16]2[CH:21]=[CH:20][CH:19]=[CH:18][CH:17]=2)[CH:13]=1)[C:8]([OH:10])=O)[CH3:3].C(Cl)(=O)C(Cl)=O.[NH2:28][C:29]1[CH:38]=[CH:37][C:32]([C:33]([O:35][CH3:36])=[O:34])=[CH:31][N:30]=1.N1C=CC=CC=1, predict the reaction product. The product is: [CH3:3][CH:2]([O:4][C:5]1[CH:6]=[C:7]([C:8]([NH:28][C:29]2[N:30]=[CH:31][C:32]([C:33]([O:35][CH3:36])=[O:34])=[CH:37][CH:38]=2)=[O:10])[CH:11]=[C:12]([O:14][CH2:15][C:16]2[CH:21]=[CH:20][CH:19]=[CH:18][CH:17]=2)[CH:13]=1)[CH3:1]. (3) Given the reactants [CH2:1]([C@@H:5]1[NH:10][CH2:9][C@H:8]([CH:11]=[CH:12][CH3:13])[NH:7][C:6]1=[O:14])[CH:2]([CH3:4])[CH3:3].[F:15][C:16]1[CH:21]=[CH:20][C:19]([C:22]2[CH:26]=[C:25]([C:27](O)=[O:28])[O:24][N:23]=2)=[CH:18][CH:17]=1.C([C@@H]1N(C(=O)/C=C/C2C=CC=CC=2)C[C@H](CC(C)C)NC1=O)C(C)C, predict the reaction product. The product is: [F:15][C:16]1[CH:17]=[CH:18][C:19]([C:22]2[CH:26]=[C:25]([C:27]([N:10]3[CH2:9][C@H:8](/[CH:11]=[CH:12]/[CH3:13])[NH:7][C:6](=[O:14])[C@@H:5]3[CH2:1][CH:2]([CH3:4])[CH3:3])=[O:28])[O:24][N:23]=2)=[CH:20][CH:21]=1. (4) Given the reactants [CH3:1][O:2][C:3]1[CH:4]=[C:5]2[C:10](=[CH:11][CH:12]=1)[CH:9]=[C:8]([C:13]#[C:14][C:15]1C=CC(N)=C(C)[CH:16]=1)[CH:7]=[CH:6]2.[CH3:23][C:24]1O[C:26](=[O:34])[C:27]2[CH:33]=[CH:32][CH:31]=[CH:30][C:28]=2[N:29]=1, predict the reaction product. The product is: [CH3:1][O:2][C:3]1[CH:4]=[C:5]2[C:10](=[CH:11][CH:12]=1)[CH:9]=[C:8]([C:13]1[CH:26]=[CH:27][C:28]([N:29]3[C:26](=[O:34])[C:27]4[C:28](=[CH:30][CH:31]=[CH:32][CH:33]=4)[N:29]=[C:24]3[CH3:23])=[C:30]([CH3:31])[C:14]=1[C:15]#[CH:16])[CH:7]=[CH:6]2. (5) Given the reactants [CH2:1]([O:8][C:9]1[CH:14]=[C:13]([O:15][CH3:16])[N:12]=[C:11]([CH3:17])[C:10]=1[CH2:18]O)[C:2]1[CH:7]=[CH:6][CH:5]=[CH:4][CH:3]=1.C1CCN2C(=NCCC2)CC1.C1C=CC(P([N:45]=[N+:46]=[N-:47])(C2C=CC=CC=2)=O)=CC=1, predict the reaction product. The product is: [N:45]([CH2:18][C:10]1[C:11]([CH3:17])=[N:12][C:13]([O:15][CH3:16])=[CH:14][C:9]=1[O:8][CH2:1][C:2]1[CH:7]=[CH:6][CH:5]=[CH:4][CH:3]=1)=[N+:46]=[N-:47]. (6) Given the reactants [CH:1]([N:4]1[CH2:13][CH2:12][C:11]2[C:6](=[CH:7][CH:8]=[CH:9][C:10]=2[C:14]2[CH:15]=[C:16]3[C:21](=[C:22]([O:24]COCC[Si](C)(C)C)[CH:23]=2)[N:20]=[CH:19][N:18](COCC[Si](C)(C)C)[C:17]3=[O:41])[CH2:5]1)([CH3:3])[CH3:2].[F:42][C:43]([F:48])([F:47])[C:44]([OH:46])=[O:45], predict the reaction product. The product is: [F:42][C:43]([F:48])([F:47])[C:44]([OH:46])=[O:45].[OH:24][C:22]1[CH:23]=[C:14]([C:10]2[CH:9]=[CH:8][CH:7]=[C:6]3[C:11]=2[CH2:12][CH2:13][N:4]([CH:1]([CH3:3])[CH3:2])[CH2:5]3)[CH:15]=[C:16]2[C:21]=1[N:20]=[CH:19][NH:18][C:17]2=[O:41]. (7) Given the reactants [NH2:1][C:2]1[C:3]([CH3:17])=[C:4]([NH:9][C:10](=[O:16])[CH2:11][C:12]([CH3:15])([CH3:14])[CH3:13])[C:5]([CH3:8])=[CH:6][CH:7]=1.[F:18][C:19]([F:29])([F:28])[C:20]1[CH:27]=[CH:26][C:23]([CH:24]=O)=[CH:22][CH:21]=1.[BH4-].[Na+].CO, predict the reaction product. The product is: [CH3:17][C:3]1[C:2]([NH:1][CH2:24][C:23]2[CH:22]=[CH:21][C:20]([C:19]([F:18])([F:28])[F:29])=[CH:27][CH:26]=2)=[CH:7][CH:6]=[C:5]([CH3:8])[C:4]=1[NH:9][C:10](=[O:16])[CH2:11][C:12]([CH3:13])([CH3:14])[CH3:15]. (8) Given the reactants [CH3:1][N:2]1[C:6]([NH2:7])=[N:5][C:4]([C:8]2[CH:13]=[CH:12][CH:11]=[CH:10][CH:9]=2)=[N:3]1.[CH3:14][C:15]1[CH:20]=[CH:19][C:18]([S:21](Cl)(=[O:23])=[O:22])=[CH:17][CH:16]=1, predict the reaction product. The product is: [CH3:14][C:15]1[CH:20]=[CH:19][C:18]([S:21]([NH:7][C:6]2[N:2]([CH3:1])[N:3]=[C:4]([C:8]3[CH:9]=[CH:10][CH:11]=[CH:12][CH:13]=3)[N:5]=2)(=[O:23])=[O:22])=[CH:17][CH:16]=1. (9) Given the reactants [F:1][C:2]1[CH:7]=[CH:6][C:5]([CH:8](C2C=CC=CC=2)[C@@:9]([NH:38]C(=O)OC(C)(C)C)([C:11]2[O:12][C:13]([C:16]3[CH:21]=[C:20]([N:22]([CH3:27])[S:23]([CH3:26])(=[O:25])=[O:24])[N:19]=[C:18]([N:28]([CH2:34][CH2:35][O:36][CH3:37])[CH2:29][C@@H:30]4[CH2:32][C@H:31]4[CH3:33])[CH:17]=3)=[N:14][N:15]=2)[CH3:10])=[CH:4][CH:3]=1.[C:52]([OH:58])([C:54]([F:57])([F:56])[F:55])=[O:53], predict the reaction product. The product is: [NH2:38][C@:9]([C:11]1[O:12][C:13]([C:16]2[CH:17]=[C:18]([N:28]([CH2:34][CH2:35][O:36][CH3:37])[CH2:29][C@@H:30]3[CH2:32][C@H:31]3[CH3:33])[N:19]=[C:20]([N:22]([CH3:27])[S:23]([CH3:26])(=[O:24])=[O:25])[CH:21]=2)=[N:14][N:15]=1)([CH3:10])[CH2:8][C:5]1[CH:6]=[CH:7][C:2]([F:1])=[CH:3][CH:4]=1.[C:52]([OH:58])([C:54]([F:57])([F:56])[F:55])=[O:53]. (10) Given the reactants CC(OC([N:8]1[CH2:13][CH2:12][C:11](=[C:14]([C:28]2[CH:33]=[CH:32][CH:31]=[CH:30][C:29]=2[NH2:34])[C:15]2[CH:20]=[CH:19][C:18]([C:21]([N:23]([CH2:26][CH3:27])[CH2:24][CH3:25])=[O:22])=[CH:17][CH:16]=2)[CH2:10][CH2:9]1)=O)(C)C.[C:35]1([CH2:41][CH2:42][CH:43]=O)[CH:40]=[CH:39][CH:38]=[CH:37][CH:36]=1.C(O)(=O)C.[BH-](OC(C)=O)(OC(C)=O)OC(C)=O.[Na+].FC(F)(F)C(O)=O, predict the reaction product. The product is: [CH2:24]([N:23]([CH2:26][CH3:27])[C:21](=[O:22])[C:18]1[CH:17]=[CH:16][C:15]([C:14]([C:28]2[CH:33]=[CH:32][CH:31]=[CH:30][C:29]=2[NH:34][CH2:43][CH2:42][CH2:41][C:35]2[CH:40]=[CH:39][CH:38]=[CH:37][CH:36]=2)=[C:11]2[CH2:12][CH2:13][NH:8][CH2:9][CH2:10]2)=[CH:20][CH:19]=1)[CH3:25].